Dataset: Forward reaction prediction with 1.9M reactions from USPTO patents (1976-2016). Task: Predict the product of the given reaction. (1) Given the reactants [Cl:1][C:2]1[CH:7]=[CH:6][C:5]([N+:8]([O-])=O)=[CH:4][C:3]=1[C:11]([F:14])([F:13])[CH3:12].[Cl-].[NH4+].O, predict the reaction product. The product is: [Cl:1][C:2]1[CH:7]=[CH:6][C:5]([NH2:8])=[CH:4][C:3]=1[C:11]([F:13])([F:14])[CH3:12]. (2) The product is: [CH3:1][O:2][C:3](=[O:41])[C:4]1[CH:9]=[CH:8][C:7]([CH2:10][N:11]2[CH:15]=[C:14]([C:16]3[CH:21]=[CH:20][C:19]([Cl:22])=[CH:18][C:17]=3[Cl:23])[N:13]=[C:12]2/[CH:24]=[CH:25]/[C:26]2[CH:31]=[CH:30][C:29]([C:32]3[CH:37]=[CH:36][C:35]([NH:38][S:45]([CH2:44][C:43]([F:50])([F:49])[F:42])(=[O:47])=[O:46])=[C:34]([O:39][CH3:40])[CH:33]=3)=[CH:28][CH:27]=2)=[CH:6][CH:5]=1. Given the reactants [CH3:1][O:2][C:3](=[O:41])[C:4]1[CH:9]=[CH:8][C:7]([CH2:10][N:11]2[CH:15]=[C:14]([C:16]3[CH:21]=[CH:20][C:19]([Cl:22])=[CH:18][C:17]=3[Cl:23])[N:13]=[C:12]2/[CH:24]=[CH:25]/[C:26]2[CH:31]=[CH:30][C:29]([C:32]3[CH:37]=[CH:36][C:35]([NH2:38])=[C:34]([O:39][CH3:40])[CH:33]=3)=[CH:28][CH:27]=2)=[CH:6][CH:5]=1.[F:42][C:43]([F:50])([F:49])[CH2:44][S:45](Cl)(=[O:47])=[O:46], predict the reaction product. (3) Given the reactants [CH3:1][C:2]1[CH:7]=[CH:6][CH:5]=[C:4]([CH3:8])[C:3]=1[C:9]1[CH:14]=[CH:13][CH:12]=[C:11]([CH2:15][NH:16][C:17]2[CH:22]=[CH:21][C:20]([CH2:23][CH2:24][C:25]([O:27][CH3:28])=[O:26])=[CH:19][CH:18]=2)[CH:10]=1.IC.[C:31](=O)([O-])[O-].[K+].[K+], predict the reaction product. The product is: [CH3:8][C:4]1[CH:5]=[CH:6][CH:7]=[C:2]([CH3:1])[C:3]=1[C:9]1[CH:14]=[CH:13][CH:12]=[C:11]([CH2:15][N:16]([CH3:31])[C:17]2[CH:18]=[CH:19][C:20]([CH2:23][CH2:24][C:25]([O:27][CH3:28])=[O:26])=[CH:21][CH:22]=2)[CH:10]=1. (4) Given the reactants C[O:2][C:3]([C:5]1[C:6]([C:13]2[CH:18]=[CH:17][C:16]([C:19]([F:22])([F:21])[F:20])=[CH:15][CH:14]=2)=[CH:7][C:8]([O:11][CH3:12])=[CH:9][CH:10]=1)=[O:4].[OH-].[Na+], predict the reaction product. The product is: [CH3:12][O:11][C:8]1[CH:7]=[C:6]([C:13]2[CH:14]=[CH:15][C:16]([C:19]([F:22])([F:21])[F:20])=[CH:17][CH:18]=2)[C:5]([C:3]([OH:4])=[O:2])=[CH:10][CH:9]=1.